Dataset: NCI-60 drug combinations with 297,098 pairs across 59 cell lines. Task: Regression. Given two drug SMILES strings and cell line genomic features, predict the synergy score measuring deviation from expected non-interaction effect. Drug 1: CCC1=CC2CC(C3=C(CN(C2)C1)C4=CC=CC=C4N3)(C5=C(C=C6C(=C5)C78CCN9C7C(C=CC9)(C(C(C8N6C)(C(=O)OC)O)OC(=O)C)CC)OC)C(=O)OC.C(C(C(=O)O)O)(C(=O)O)O. Drug 2: C(=O)(N)NO. Cell line: SF-268. Synergy scores: CSS=23.6, Synergy_ZIP=-1.20, Synergy_Bliss=0.192, Synergy_Loewe=-28.5, Synergy_HSA=-0.626.